From a dataset of Full USPTO retrosynthesis dataset with 1.9M reactions from patents (1976-2016). Predict the reactants needed to synthesize the given product. (1) Given the product [CH:1]1([N:6]2[CH2:12][C:11]([F:14])([F:13])[C:10](=[O:15])[N:9]([CH3:16])[C:8]3[CH:17]=[N:18][C:19]([NH:21][C:22]4[CH:30]=[CH:29][C:25]([C:26]([NH:73][CH2:72][C:67]5[CH:68]=[CH:69][CH:70]=[CH:71][N:66]=5)=[O:27])=[CH:24][C:23]=4[O:31][CH3:32])=[N:20][C:7]2=3)[CH2:5][CH2:4][CH2:3][CH2:2]1, predict the reactants needed to synthesize it. The reactants are: [CH:1]1([N:6]2[CH2:12][C:11]([F:14])([F:13])[C:10](=[O:15])[N:9]([CH3:16])[C:8]3[CH:17]=[N:18][C:19]([NH:21][C:22]4[CH:30]=[CH:29][C:25]([C:26](O)=[O:27])=[CH:24][C:23]=4[O:31][CH3:32])=[N:20][C:7]2=3)[CH2:5][CH2:4][CH2:3][CH2:2]1.F[P-](F)(F)(F)(F)F.CN(C(N(C)C)=[N+]1C2C(=NC=CC=2)[N+]([O-])=N1)C.C(N(C(C)C)C(C)C)C.[N:66]1[CH:71]=[CH:70][CH:69]=[CH:68][C:67]=1[CH2:72][NH2:73]. (2) Given the product [CH2:15]([N:22]1[CH2:27][CH2:26][C:25]([C:2]2[CH:7]=[CH:6][CH:5]=[C:4]([O:8][CH3:9])[CH:3]=2)([OH:28])[CH2:24][CH2:23]1)[C:16]1[CH:17]=[CH:18][CH:19]=[CH:20][CH:21]=1, predict the reactants needed to synthesize it. The reactants are: Br[C:2]1[CH:3]=[C:4]([O:8][CH3:9])[CH:5]=[CH:6][CH:7]=1.[Li]CCCC.[CH2:15]([N:22]1[CH2:27][CH2:26][C:25](=[O:28])[CH2:24][CH2:23]1)[C:16]1[CH:21]=[CH:20][CH:19]=[CH:18][CH:17]=1. (3) Given the product [NH2:1][C:2]1[CH:7]=[CH:6][C:5]([Cl:8])=[CH:4][C:3]=1[C:9]([C:11]1[CH:16]=[CH:15][CH:14]=[C:13]([O:17][CH3:18])[C:12]=1[O:19][CH3:20])=[O:10], predict the reactants needed to synthesize it. The reactants are: [NH2:1][C:2]1[CH:7]=[CH:6][C:5]([Cl:8])=[CH:4][C:3]=1[CH:9]([C:11]1[CH:16]=[CH:15][CH:14]=[C:13]([O:17][CH3:18])[C:12]=1[O:19][CH3:20])[OH:10]. (4) Given the product [Br:8][C:4]1[N:3]=[C:2]([NH:18][CH2:17][C:16]([C:13]2[CH:12]=[CH:11][C:10]([F:9])=[CH:15][CH:14]=2)([CH3:20])[CH3:19])[CH:7]=[CH:6][CH:5]=1, predict the reactants needed to synthesize it. The reactants are: Br[C:2]1[CH:7]=[CH:6][CH:5]=[C:4]([Br:8])[N:3]=1.[F:9][C:10]1[CH:15]=[CH:14][C:13]([C:16]([CH3:20])([CH3:19])[CH2:17][NH2:18])=[CH:12][CH:11]=1.CCN(C(C)C)C(C)C. (5) Given the product [N+:25]([C:21]1[CH:22]=[C:23]([NH:24][C:5]2[N:10]=[C:9]([C:11]3[CH:12]=[N:13][CH:14]=[CH:15][CH:16]=3)[CH:8]=[CH:7][N:6]=2)[C:18]([CH3:17])=[N:19][CH:20]=1)([O-:27])=[O:26], predict the reactants needed to synthesize it. The reactants are: CS([C:5]1[N:10]=[C:9]([C:11]2[CH:12]=[N:13][CH:14]=[CH:15][CH:16]=2)[CH:8]=[CH:7][N:6]=1)(=O)=O.[CH3:17][C:18]1[C:23]([NH2:24])=[CH:22][C:21]([N+:25]([O-:27])=[O:26])=[CH:20][N:19]=1.[H-].[Na+].C(Cl)(Cl)Cl.